This data is from Forward reaction prediction with 1.9M reactions from USPTO patents (1976-2016). The task is: Predict the product of the given reaction. Given the reactants Cl[C:2]1[N:7]=[C:6]([O:8][C:9]2[CH:36]=[CH:35][CH:34]=[CH:33][C:10]=2[CH2:11][NH:12][C:13]([NH:15][C:16]2[N:20]([C:21]3[CH:26]=[CH:25][C:24]([CH3:27])=[CH:23][CH:22]=3)[N:19]=[C:18]([CH2:28][C:29]([CH3:32])([CH3:31])[CH3:30])[CH:17]=2)=[O:14])[CH:5]=[CH:4][N:3]=1.C(=O)([O-])[O-].[Na+].[Na+].[NH:43]1[CH2:48][CH2:47][O:46][CH2:45][CH2:44]1, predict the reaction product. The product is: [O:46]1[CH2:47][CH2:48][N:43]([C:2]2[N:7]=[C:6]([O:8][C:9]3[CH:36]=[CH:35][CH:34]=[CH:33][C:10]=3[CH2:11][NH:12][C:13]([NH:15][C:16]3[N:20]([C:21]4[CH:22]=[CH:23][C:24]([CH3:27])=[CH:25][CH:26]=4)[N:19]=[C:18]([CH2:28][C:29]([CH3:30])([CH3:32])[CH3:31])[CH:17]=3)=[O:14])[CH:5]=[CH:4][N:3]=2)[CH2:44][CH2:45]1.